From a dataset of Catalyst prediction with 721,799 reactions and 888 catalyst types from USPTO. Predict which catalyst facilitates the given reaction. Reactant: [CH2:1]([N:3]1[CH2:8][CH2:7][N:6]([C:9]2[C:14]3[CH:15]=[CH:16][S:17][C:13]=3[CH:12]=[C:11]([C:18]3[CH:23]=[CH:22][C:21]([O:24][CH2:25][CH:26]([O:28][Si](C(C)(C)C)(C4C=CC=CC=4)C4C=CC=CC=4)[CH3:27])=[CH:20][CH:19]=3)[N:10]=2)[CH2:5][CH2:4]1)[CH3:2].[F-].C([N+](CCCC)(CCCC)CCCC)CCC.C1COCC1. Product: [CH2:1]([N:3]1[CH2:8][CH2:7][N:6]([C:9]2[C:14]3[CH:15]=[CH:16][S:17][C:13]=3[CH:12]=[C:11]([C:18]3[CH:23]=[CH:22][C:21]([O:24][CH2:25][CH:26]([OH:28])[CH3:27])=[CH:20][CH:19]=3)[N:10]=2)[CH2:5][CH2:4]1)[CH3:2]. The catalyst class is: 1.